This data is from Forward reaction prediction with 1.9M reactions from USPTO patents (1976-2016). The task is: Predict the product of the given reaction. (1) Given the reactants [OH-].[Na+].C[O:4][C:5](=[O:25])[CH2:6][CH2:7][CH2:8][CH2:9][CH2:10][CH2:11][C:12]1[NH:13][C:14]([C:17]2[CH:22]=[CH:21][CH:20]=[CH:19][C:18]=2[O:23][CH3:24])=[CH:15][N:16]=1.Cl, predict the reaction product. The product is: [CH3:24][O:23][C:18]1[CH:19]=[CH:20][CH:21]=[CH:22][C:17]=1[C:14]1[NH:13][C:12]([CH2:11][CH2:10][CH2:9][CH2:8][CH2:7][CH2:6][C:5]([OH:25])=[O:4])=[N:16][CH:15]=1. (2) Given the reactants [CH2:1]([O:3][C:4](=[O:22])[C:5]1[CH:10]=[CH:9][CH:8]=[C:7]([NH:11][C:12]2[C:13]3[N:14]([N:19]=[CH:20][N:21]=3)[C:15]([Br:18])=[CH:16][N:17]=2)[CH:6]=1)[CH3:2].[O:23](C(OC(C)(C)C)=O)[C:24]([O:26][C:27]([CH3:30])([CH3:29])[CH3:28])=O, predict the reaction product. The product is: [CH2:1]([O:3][C:4](=[O:22])[C:5]1[CH:10]=[CH:9][CH:8]=[C:7]([N:11]([C:12]2[C:13]3[N:14]([N:19]=[CH:20][N:21]=3)[C:15]([Br:18])=[CH:16][N:17]=2)[C:24]([O:26][C:27]([CH3:30])([CH3:29])[CH3:28])=[O:23])[CH:6]=1)[CH3:2]. (3) Given the reactants [F:1][C:2]1[CH:7]=[C:6]([C:8]([OH:10])=[O:9])[CH:5]=[CH:4][N:3]=1.C(N(CC)CC)C.ClC(OCC(C)C)=O.[CH2:26]([O:33][C:34]1[CH:39]=[CH:38][C:37]([N:40]2[CH2:45][CH2:44][N:43]([C:46](=[O:49])[CH2:47]O)[CH2:42][CH2:41]2)=[CH:36][CH:35]=1)[C:27]1[CH:32]=[CH:31][CH:30]=[CH:29][CH:28]=1, predict the reaction product. The product is: [F:1][C:2]1[CH:7]=[C:6]([C:8]([O:10][CH2:47][C:46]([N:43]2[CH2:42][CH2:41][N:40]([C:37]3[CH:38]=[CH:39][C:34]([O:33][CH2:26][C:27]4[CH:32]=[CH:31][CH:30]=[CH:29][CH:28]=4)=[CH:35][CH:36]=3)[CH2:45][CH2:44]2)=[O:49])=[O:9])[CH:5]=[CH:4][N:3]=1.